From a dataset of Forward reaction prediction with 1.9M reactions from USPTO patents (1976-2016). Predict the product of the given reaction. (1) Given the reactants [N:1]1[CH:6]=[CH:5][N:4]=[CH:3][C:2]=1[C:7]1([NH:10]C(=O)OCC=C)[CH2:9][CH2:8]1.N1CCOCC1, predict the reaction product. The product is: [N:1]1[CH:6]=[CH:5][N:4]=[CH:3][C:2]=1[C:7]1([NH2:10])[CH2:9][CH2:8]1. (2) The product is: [Cl:15][C:11]1[CH:10]=[C:9]2[C:14]([C:6]([NH:5][C:3](=[O:4])[CH2:2][N:16]3[CH2:20][CH2:19][CH2:18][CH2:17]3)=[N:7][NH:8]2)=[CH:13][CH:12]=1. Given the reactants Cl[CH2:2][C:3]([NH:5][C:6]1[C:14]2[C:9](=[CH:10][C:11]([Cl:15])=[CH:12][CH:13]=2)[NH:8][N:7]=1)=[O:4].[NH:16]1[CH2:20][CH2:19][CH2:18][CH2:17]1, predict the reaction product. (3) Given the reactants [C:1]1([C:7]([C:9]2[CH:14]=[CH:13][CH:12]=[CH:11][CH:10]=2)=[CH2:8])[CH:6]=[CH:5][CH:4]=[CH:3][CH:2]=1.[N+](=[C:17]([C:22]1[CH:31]=[CH:30][C:29]2[C:24](=[CH:25][CH:26]=[CH:27][CH:28]=2)[CH:23]=1)[C:18]([O:20][CH3:21])=[O:19])=[N-], predict the reaction product. The product is: [CH:23]1[C:24]2[C:29](=[CH:28][CH:27]=[CH:26][CH:25]=2)[CH:30]=[CH:31][C:22]=1[C@:17]1([C:18]([O:20][CH3:21])=[O:19])[CH2:8][C:7]1([C:1]1[CH:6]=[CH:5][CH:4]=[CH:3][CH:2]=1)[C:9]1[CH:14]=[CH:13][CH:12]=[CH:11][CH:10]=1. (4) Given the reactants [F:1][C:2]([F:22])([F:21])[O:3][C:4]1[CH:5]=[C:6]([CH:10]([C:16]([O:18]CC)=[O:17])[C:11]([O:13]CC)=[O:12])[CH:7]=[CH:8][CH:9]=1.[OH-].[Na+].Cl.[Cl-].[Na+], predict the reaction product. The product is: [F:1][C:2]([F:21])([F:22])[O:3][C:4]1[CH:5]=[C:6]([CH:10]([C:16]([OH:18])=[O:17])[C:11]([OH:13])=[O:12])[CH:7]=[CH:8][CH:9]=1. (5) Given the reactants [Br:1][C:2]1[CH:3]=[C:4]2[C:8](=[CH:9][CH:10]=1)[NH:7][CH:6]=[C:5]2[CH:11]=O.[H-].[H-].[H-].[H-].[Li+].[Al+3].[OH-].[Na+], predict the reaction product. The product is: [Br:1][C:2]1[CH:3]=[C:4]2[C:8](=[CH:9][CH:10]=1)[NH:7][CH:6]=[C:5]2[CH3:11]. (6) Given the reactants [F:1][C:2]1[CH:7]=[CH:6][C:5]([C:8]2[C:13]([C:14]([F:17])([F:16])[F:15])=[N:12][NH:11][C:10](=O)[CH:9]=2)=[CH:4][CH:3]=1.P(Cl)(Cl)([Cl:21])=O.C(=O)([O-])O.[Na+].ClCCl, predict the reaction product. The product is: [Cl:21][C:10]1[N:11]=[N:12][C:13]([C:14]([F:17])([F:16])[F:15])=[C:8]([C:5]2[CH:6]=[CH:7][C:2]([F:1])=[CH:3][CH:4]=2)[CH:9]=1. (7) Given the reactants [NH2:1][C:2]1[CH:7]=[CH:6][C:5]([NH:8][C:9]([NH:11][CH2:12][C:13]2[CH:18]=[CH:17][N:16]3[CH:19]=[CH:20][N:21]=[C:15]3[CH:14]=2)=[O:10])=[CH:4][CH:3]=1.[H-].[Na+].[C:24]1([C:34]2[CH:39]=[CH:38][CH:37]=[CH:36][CH:35]=2)[C:25]([S:30](Cl)(=[O:32])=[O:31])=[CH:26][CH:27]=[CH:28][CH:29]=1, predict the reaction product. The product is: [N:21]1[CH:20]=[CH:19][N:16]2[CH:17]=[CH:18][C:13]([CH2:12][NH:11][C:9]([NH:8][C:5]3[CH:6]=[CH:7][C:2]([NH:1][S:30]([C:25]4[C:24]([C:34]5[CH:35]=[CH:36][CH:37]=[CH:38][CH:39]=5)=[CH:29][CH:28]=[CH:27][CH:26]=4)(=[O:32])=[O:31])=[CH:3][CH:4]=3)=[O:10])=[CH:14][C:15]=12. (8) Given the reactants [CH2:1]([Sn:9]([CH2:18][CH2:19][CH2:20][CH2:21][CH2:22][CH2:23][CH2:24][CH3:25])(OC(=O)C)[O:10]C(=O)C)[CH2:2][CH2:3][CH2:4][CH2:5][CH2:6][CH2:7][CH3:8].[OH-].[K+], predict the reaction product. The product is: [CH2:1]([Sn:9](=[O:10])[CH2:18][CH2:19][CH2:20][CH2:21][CH2:22][CH2:23][CH2:24][CH3:25])[CH2:2][CH2:3][CH2:4][CH2:5][CH2:6][CH2:7][CH3:8]. (9) Given the reactants [C:1]([O:5][C:6]([NH:8][CH2:9][CH2:10][CH2:11][CH2:12][NH:13][CH2:14][C:15]1[CH:24]=[CH:23][C:18]([C:19]([O:21][CH3:22])=[O:20])=[CH:17][CH:16]=1)=[O:7])([CH3:4])([CH3:3])[CH3:2].[C:25](=[O:28])([O-])[O-:26].[Na+].[Na+], predict the reaction product. The product is: [CH2:14]([O:26][C:25]([N:13]([CH2:14][C:15]1[CH:16]=[CH:17][C:18]([C:19]([O:21][CH3:22])=[O:20])=[CH:23][CH:24]=1)[CH2:12][CH2:11][CH2:10][CH2:9][NH:8][C:6]([O:5][C:1]([CH3:4])([CH3:2])[CH3:3])=[O:7])=[O:28])[C:15]1[CH:24]=[CH:23][CH:18]=[CH:17][CH:16]=1.